This data is from Forward reaction prediction with 1.9M reactions from USPTO patents (1976-2016). The task is: Predict the product of the given reaction. (1) The product is: [Br:8][C:9]1[CH:16]=[CH:15][C:12]([CH2:13][N:5]2[CH2:6][CH2:7][C@@H:3]([F:2])[CH2:4]2)=[CH:11][CH:10]=1. Given the reactants Cl.[F:2][C@@H:3]1[CH2:7][CH2:6][NH:5][CH2:4]1.[Br:8][C:9]1[CH:16]=[CH:15][C:12]([CH:13]=O)=[CH:11][CH:10]=1, predict the reaction product. (2) Given the reactants [S:1]1[CH:5]=[CH:4][C:3]([CH:6]=[O:7])=[CH:2]1.[OH-].[K+].[N+:10]([CH2:12][C:13]([N:15]1[CH2:20][CH2:19][O:18][CH2:17][CH2:16]1)=[O:14])#[C-:11], predict the reaction product. The product is: [S:1]1[CH:5]=[CH:4][C:3]([C@@H:6]2[O:7][CH:11]=[N:10][C@H:12]2[C:13]([N:15]2[CH2:16][CH2:17][O:18][CH2:19][CH2:20]2)=[O:14])=[CH:2]1. (3) Given the reactants [CH2:1]([N:8]([C@H:18]1[CH2:22][O:21][C@@H:20]2[C@@H:23]([CH:26]=[O:27])[CH2:24][O:25][C@H:19]12)[C:9]([NH:11][CH:12]1[CH2:17][CH2:16][CH2:15][CH2:14][CH2:13]1)=[O:10])[C:2]1[CH:7]=[CH:6][CH:5]=[CH:4][CH:3]=1.[BH4-].[Na+], predict the reaction product. The product is: [CH2:1]([N:8]([C@H:18]1[CH2:22][O:21][C@@H:20]2[C@@H:23]([CH2:26][OH:27])[CH2:24][O:25][C@H:19]12)[C:9]([NH:11][CH:12]1[CH2:17][CH2:16][CH2:15][CH2:14][CH2:13]1)=[O:10])[C:2]1[CH:7]=[CH:6][CH:5]=[CH:4][CH:3]=1. (4) Given the reactants O=C(O)[C@@H]([C@H]([C@H]([C@@H](C(O)=O)O)O)O)O.[CH3:15][NH:16][CH:17]([CH2:19]/[CH:20]=[CH:21]/[C:22]1[CH:23]=[N:24][CH:25]=[CH:26][CH:27]=1)[CH3:18].[CH3:15][NH:16][CH:17]([CH2:19]/[CH:20]=[CH:21]/[C:22]1[CH:23]=[N:24][CH:25]=[CH:26][CH:27]=1)[CH3:18].C([O-])([O-])=O.[K+].[K+].[Na+].[Cl-], predict the reaction product. The product is: [CH3:15][NH:16][CH:17]([CH2:19]/[CH:20]=[CH:21]/[C:22]1[CH:23]=[N:24][CH:25]=[CH:26][CH:27]=1)[CH3:18]. (5) Given the reactants [CH3:1][C:2]1[CH:11]=[CH:10][CH:9]=[C:8]2[C:3]=1[CH:4]=[C:5]([CH:13]1[CH2:17][CH2:16][N:15](C(OC(C)(C)C)=O)[CH2:14]1)[NH:6][C:7]2=[O:12].[ClH:25].O1CCOCC1, predict the reaction product. The product is: [ClH:25].[CH3:1][C:2]1[CH:11]=[CH:10][CH:9]=[C:8]2[C:3]=1[CH:4]=[C:5]([CH:13]1[CH2:17][CH2:16][NH:15][CH2:14]1)[NH:6][C:7]2=[O:12]. (6) Given the reactants [Cl:1][C:2]1[CH:7]=[CH:6][CH:5]=[C:4]([CH3:8])[N+:3]=1[O-:9].[N+:10]([O-])([OH:12])=[O:11], predict the reaction product. The product is: [Cl:1][C:2]1[CH:7]=[C:6]([N+:10]([O-:12])=[O:11])[CH:5]=[C:4]([CH3:8])[N+:3]=1[O-:9]. (7) Given the reactants [N+:1]([C:4]1[CH:5]=[CH:6][C:7]([N:10]2[CH2:13][CH:12]([OH:14])[CH2:11]2)=[N:8][CH:9]=1)([O-])=O.[C:15]1([C:21]2[O:22][C:23]([C:29]([F:32])([F:31])[F:30])=[C:24]([C:26](O)=[O:27])[N:25]=2)[CH:20]=[CH:19][CH:18]=[CH:17][CH:16]=1.CCN(CC)CC.F[P-](F)(F)(F)(F)F.N1(O[P+](N(C)C)(N(C)C)N(C)C)C2C=CC=CC=2N=N1, predict the reaction product. The product is: [OH:14][CH:12]1[CH2:13][N:10]([C:7]2[N:8]=[CH:9][C:4]([NH:1][C:26]([C:24]3[N:25]=[C:21]([C:15]4[CH:20]=[CH:19][CH:18]=[CH:17][CH:16]=4)[O:22][C:23]=3[C:29]([F:31])([F:32])[F:30])=[O:27])=[CH:5][CH:6]=2)[CH2:11]1. (8) Given the reactants [CH3:1][O:2][CH2:3][C:4]([NH:6][C:7]1[CH:8]=[C:9]2[C:13](=[CH:14][CH:15]=1)[CH2:12][CH2:11][CH2:10]2)=[O:5].C(O)(=O)C.[Br:20]Br, predict the reaction product. The product is: [CH3:1][O:2][CH2:3][C:4]([NH:6][C:7]1[CH:8]=[C:9]2[C:13](=[CH:14][C:15]=1[Br:20])[CH2:12][CH2:11][CH2:10]2)=[O:5]. (9) Given the reactants [CH3:1][NH2:2].C(O)C.[F:6][C:7]1[CH:12]=[CH:11][C:10]([S:13](Cl)(=[O:15])=[O:14])=[CH:9][CH:8]=1, predict the reaction product. The product is: [F:6][C:7]1[CH:12]=[CH:11][C:10]([S:13]([NH:2][CH3:1])(=[O:15])=[O:14])=[CH:9][CH:8]=1. (10) Given the reactants [NH2:1][C:2]1[C:3]2[N:4](C([C@@H]3CCCN(C(OCC4C=CC=CC=4)=O)C3)=[N:9][C:10]=2[Br:11])[CH:5]=[CH:6][N:7]=1.[CH2:28]([O:35][C:36]([NH:38][C@@H:39]1[CH2:44][CH2:43][CH2:42][C@H:41]([C:45](O)=O)[CH2:40]1)=[O:37])[C:29]1[CH:34]=[CH:33][CH:32]=[CH:31][CH:30]=1, predict the reaction product. The product is: [NH2:1][C:2]1[C:3]2[N:4]([C:45]([C@@H:41]3[CH2:42][CH2:43][CH2:44][C@H:39]([NH:38][C:36](=[O:37])[O:35][CH2:28][C:29]4[CH:34]=[CH:33][CH:32]=[CH:31][CH:30]=4)[CH2:40]3)=[N:9][C:10]=2[Br:11])[CH:5]=[CH:6][N:7]=1.